Regression. Given two drug SMILES strings and cell line genomic features, predict the synergy score measuring deviation from expected non-interaction effect. From a dataset of NCI-60 drug combinations with 297,098 pairs across 59 cell lines. (1) Drug 1: CC1=CC2C(CCC3(C2CCC3(C(=O)C)OC(=O)C)C)C4(C1=CC(=O)CC4)C. Drug 2: C1=CC(=CC=C1CCCC(=O)O)N(CCCl)CCCl. Cell line: UO-31. Synergy scores: CSS=10.8, Synergy_ZIP=-5.26, Synergy_Bliss=-0.137, Synergy_Loewe=-1.32, Synergy_HSA=0.484. (2) Drug 1: C1=CC=C(C=C1)NC(=O)CCCCCCC(=O)NO. Drug 2: C1=NNC2=C1C(=O)NC=N2. Cell line: MOLT-4. Synergy scores: CSS=44.0, Synergy_ZIP=0.792, Synergy_Bliss=1.63, Synergy_Loewe=-42.7, Synergy_HSA=1.45. (3) Drug 1: C1CN(P(=O)(OC1)NCCCl)CCCl. Drug 2: N.N.Cl[Pt+2]Cl. Cell line: HCC-2998. Synergy scores: CSS=14.5, Synergy_ZIP=0.0581, Synergy_Bliss=7.52, Synergy_Loewe=-6.82, Synergy_HSA=3.61.